Predict the reaction yield, written as a fraction of the theoretical maximum amount of product (1.0 means a 100% yield; for example, 0.34 means a 34% yield). From a dataset of Reaction yield outcomes from USPTO patents with 853,638 reactions. The reactants are FC(F)(F)S(O[C:7]1[CH:12]=[CH:11][CH:10]=[C:9]([C:13]2[CH:18]=[CH:17][CH:16]=[C:15]([C:19]([O:21][CH3:22])=[O:20])[CH:14]=2)[C:8]=1[C:23]([O:25][CH3:26])=[O:24])(=O)=O.[Li+].[Cl-].[CH2:31](N(CC)CC)[CH3:32].C([Sn](CCCC)(CCCC)C=C)CCC. The catalyst is O1CCOCC1.C1C=CC([P]([Pd]([P](C2C=CC=CC=2)(C2C=CC=CC=2)C2C=CC=CC=2)([P](C2C=CC=CC=2)(C2C=CC=CC=2)C2C=CC=CC=2)[P](C2C=CC=CC=2)(C2C=CC=CC=2)C2C=CC=CC=2)(C2C=CC=CC=2)C2C=CC=CC=2)=CC=1. The product is [CH:31]([C:7]1[CH:12]=[CH:11][CH:10]=[C:9]([C:13]2[CH:18]=[CH:17][CH:16]=[C:15]([C:19]([O:21][CH3:22])=[O:20])[CH:14]=2)[C:8]=1[C:23]([O:25][CH3:26])=[O:24])=[CH2:32]. The yield is 0.990.